Dataset: Forward reaction prediction with 1.9M reactions from USPTO patents (1976-2016). Task: Predict the product of the given reaction. Given the reactants [CH3:1][NH2:2].C[O:4][C:5]([C@@H:7]1[O:11][C:10](=[O:12])[N:9]([C:13]2[CH:14]=[C:15]3[C:19](=[CH:20][CH:21]=2)[N:18]([CH2:22][CH3:23])[C:17](=[O:24])[CH2:16]3)[CH2:8]1)=O, predict the reaction product. The product is: [CH3:1][NH:2][C:5]([CH:7]1[O:11][C:10](=[O:12])[N:9]([C:13]2[CH:14]=[C:15]3[C:19](=[CH:20][CH:21]=2)[N:18]([CH2:22][CH3:23])[C:17](=[O:24])[CH2:16]3)[CH2:8]1)=[O:4].